Regression/Classification. Given a drug SMILES string, predict its toxicity properties. Task type varies by dataset: regression for continuous values (e.g., LD50, hERG inhibition percentage) or binary classification for toxic/non-toxic outcomes (e.g., AMES mutagenicity, cardiotoxicity, hepatotoxicity). Dataset: herg_karim. From a dataset of hERG potassium channel inhibition data for cardiac toxicity prediction from Karim et al.. (1) The drug is CNc1nc(NCCN2CCNCC2)c2sc(-c3ccc(C(F)(F)F)cc3)cc2n1. The result is 1 (blocker). (2) The molecule is Nc1nc2cc3c(cc2s1)CCN(C1CC1)CC3. The result is 0 (non-blocker). (3) The drug is NCCC(Oc1ccc(C(F)(F)F)cc1)c1ccccc1. The result is 1 (blocker).